From a dataset of Reaction yield outcomes from USPTO patents with 853,638 reactions. Predict the reaction yield, written as a fraction of the theoretical maximum amount of product (1.0 means a 100% yield; for example, 0.34 means a 34% yield). (1) The reactants are [CH2:1]([O:3][P:4]([CH:9]([C:35]#[N:36])[CH2:10][C:11]([CH3:34])=[CH:12][CH2:13][C:14]1[C:15]([O:27][CH2:28][CH2:29][Si:30]([CH3:33])([CH3:32])[CH3:31])=[C:16]2[C:20](=[C:21]([CH3:25])[C:22]=1[O:23][CH3:24])[CH2:19][O:18][C:17]2=[O:26])(=[O:8])[O:5][CH2:6][CH3:7])[CH3:2].[CH3:37][Si]([N-][Si](C)(C)C)(C)C.[Na+].IC. The catalyst is C1COCC1. The product is [CH2:1]([O:3][P:4]([C:9]([C:35]#[N:36])([CH3:37])[CH2:10][C:11]([CH3:34])=[CH:12][CH2:13][C:14]1[C:15]([O:27][CH2:28][CH2:29][Si:30]([CH3:31])([CH3:32])[CH3:33])=[C:16]2[C:20](=[C:21]([CH3:25])[C:22]=1[O:23][CH3:24])[CH2:19][O:18][C:17]2=[O:26])(=[O:8])[O:5][CH2:6][CH3:7])[CH3:2]. The yield is 0.230. (2) The reactants are Cl.[C:2]1([CH3:10])[CH:7]=[CH:6][C:5]([NH:8][NH2:9])=[CH:4][CH:3]=1.[C:11]([CH2:17][C:18]#[N:19])(=O)[C:12]([CH3:15])([CH3:14])[CH3:13]. The catalyst is CO. The product is [C:12]([C:11]1[CH:17]=[C:18]([NH2:19])[N:8]([C:5]2[CH:6]=[CH:7][C:2]([CH3:10])=[CH:3][CH:4]=2)[N:9]=1)([CH3:15])([CH3:14])[CH3:13]. The yield is 0.990. (3) The reactants are [OH:1][C:2]1[CH:11]=[C:10]2[C:5]([CH2:6][C@@H:7]([C:19](=[O:31])[NH:20][C@H:21]3[C:30]4[C:25](=[CH:26][CH:27]=[CH:28][CH:29]=4)[CH2:24][CH2:23][CH2:22]3)[N:8]([C:12]([O:14][C:15]([CH3:18])([CH3:17])[CH3:16])=[O:13])[CH2:9]2)=[CH:4][CH:3]=1.CCN(CC)CC.C1(N([S:46]([C:49]([F:52])([F:51])[F:50])(=[O:48])=[O:47])[S:46]([C:49]([F:52])([F:51])[F:50])(=[O:48])=[O:47])C=CC=CC=1. The catalyst is C(Cl)Cl.CN(C1C=CN=CC=1)C. The product is [C@H:21]1([NH:20][C:19]([C@@H:7]2[CH2:6][C:5]3[C:10](=[CH:11][C:2]([O:1][S:46]([C:49]([F:52])([F:51])[F:50])(=[O:48])=[O:47])=[CH:3][CH:4]=3)[CH2:9][N:8]2[C:12]([O:14][C:15]([CH3:16])([CH3:17])[CH3:18])=[O:13])=[O:31])[C:30]2[C:25](=[CH:26][CH:27]=[CH:28][CH:29]=2)[CH2:24][CH2:23][CH2:22]1. The yield is 0.840. (4) The reactants are [Cl:1][C:2]1[C:3]([OH:12])=[C:4]([CH:8]=[C:9]([OH:11])[CH:10]=1)[C:5]([OH:7])=[O:6].S(=O)(=O)(O)O.[CH3:18]O. No catalyst specified. The product is [Cl:1][C:2]1[C:3]([OH:12])=[C:4]([CH:8]=[C:9]([OH:11])[CH:10]=1)[C:5]([O:7][CH3:18])=[O:6]. The yield is 0.440. (5) The catalyst is C(Cl)(Cl)Cl. The reactants are [O:1]=[C:2]1[N:10]([CH2:11][CH2:12][CH3:13])[C:9]2[NH:8][C:7]([C:14]34[CH2:21][CH2:20][C:17]([CH:22]=[N:23]O)([CH2:18][CH2:19]3)[CH2:16][CH2:15]4)=[N:6][C:5]=2[C:4](=[O:25])[N:3]1[CH2:26][CH2:27][CH3:28].O=P(Cl)(Cl)Cl.O. The product is [O:1]=[C:2]1[N:10]([CH2:11][CH2:12][CH3:13])[C:9]2[NH:8][C:7]([C:14]34[CH2:19][CH2:18][C:17]([C:22]#[N:23])([CH2:20][CH2:21]3)[CH2:16][CH2:15]4)=[N:6][C:5]=2[C:4](=[O:25])[N:3]1[CH2:26][CH2:27][CH3:28]. The yield is 0.950. (6) The catalyst is CCO.[Pd]. The yield is 0.990. The product is [C:1]([CH2:4][NH:5][C:6]([C:8]1[C:13]([OH:14])=[CH:12][C:11]([OH:22])=[CH:10][N:9]=1)=[O:7])(=[O:3])[NH2:2]. The reactants are [C:1]([CH2:4][NH:5][C:6]([C:8]1[C:13]([O:14]CC2C=CC=CC=2)=[CH:12][C:11]([O:22]CC2C=CC=CC=2)=[CH:10][N:9]=1)=[O:7])(=[O:3])[NH2:2].